The task is: Predict the reaction yield, written as a fraction of the theoretical maximum amount of product (1.0 means a 100% yield; for example, 0.34 means a 34% yield).. This data is from Reaction yield outcomes from USPTO patents with 853,638 reactions. (1) The reactants are [O:1]([C:8]1[CH:9]=[N:10][CH:11]=[C:12]([CH:16]=1)[C:13]([OH:15])=O)[C:2]1[CH:7]=[CH:6][CH:5]=[CH:4][CH:3]=1.CN(C(ON1N=NC2C=CC=CC1=2)=[N+](C)C)C.F[P-](F)(F)(F)(F)F.CCN(C(C)C)C(C)C.[NH:50]1[CH:54]=[CH:53][N:52]=[C:51]1[NH:55][C:56]([C:58]1[C:66]2[NH:65][C:64]([NH2:67])=[N:63][C:62]=2[CH:61]=[CH:60][CH:59]=1)=[O:57]. The catalyst is O.CN(C=O)C. The product is [NH:52]1[CH:53]=[CH:54][N:50]=[C:51]1[NH:55][C:56]([C:58]1[C:66]2[N:65]=[C:64]([NH:67][C:13]([C:12]3[CH:11]=[N:10][CH:9]=[C:8]([O:1][C:2]4[CH:3]=[CH:4][CH:5]=[CH:6][CH:7]=4)[CH:16]=3)=[O:15])[NH:63][C:62]=2[CH:61]=[CH:60][CH:59]=1)=[O:57]. The yield is 0.110. (2) The reactants are [CH2:1]([C@@:4]1([C:20]2[CH:25]=[CH:24][CH:23]=[CH:22][CH:21]=2)[O:9][C:8](=[O:10])[N:7]([C@H:11]([C:13]2[CH:18]=[CH:17][C:16]([Br:19])=[CH:15][CH:14]=2)[CH3:12])[CH2:6][CH2:5]1)[CH:2]=[CH2:3].[O:26]1CCCC1. No catalyst specified. The product is [Br:19][C:16]1[CH:15]=[CH:14][C:13]([C@@H:11]([N:7]2[CH2:6][CH2:5][C@:4]([CH2:1][CH2:2][CH2:3][OH:26])([C:20]3[CH:25]=[CH:24][CH:23]=[CH:22][CH:21]=3)[O:9][C:8]2=[O:10])[CH3:12])=[CH:18][CH:17]=1. The yield is 0.364.